From a dataset of Forward reaction prediction with 1.9M reactions from USPTO patents (1976-2016). Predict the product of the given reaction. (1) Given the reactants [C:1]([C:3]1[CH:4]=[C:5]([N:10]([CH2:15][C:16]2[CH:21]=[CH:20][C:19](I)=[CH:18][CH:17]=2)[C:11](=[O:14])[CH2:12][CH3:13])[CH:6]=[C:7]([F:9])[CH:8]=1)#[N:2].[CH3:23][N:24]1[CH:28]=[C:27](B(O)O)[C:26]([CH3:32])=[N:25]1, predict the reaction product. The product is: [C:1]([C:3]1[CH:4]=[C:5]([N:10]([CH2:15][C:16]2[CH:21]=[CH:20][C:19]([C:27]3[C:26]([CH3:32])=[N:25][N:24]([CH3:23])[CH:28]=3)=[CH:18][CH:17]=2)[C:11](=[O:14])[CH2:12][CH3:13])[CH:6]=[C:7]([F:9])[CH:8]=1)#[N:2]. (2) Given the reactants [CH2:1]([O:8][C:9]1[CH:10]=[C:11]2[C:15](=[CH:16][CH:17]=1)[NH:14][N:13]=[C:12]2[C:18](=[O:20])[CH3:19])[C:2]1[CH:7]=[CH:6][CH:5]=[CH:4][CH:3]=1.C(=O)([O-])[O-].[K+].[K+].Br[CH2:28][C:29]([O:31][CH3:32])=[O:30], predict the reaction product. The product is: [C:18]([C:12]1[C:11]2[C:15](=[CH:16][CH:17]=[C:9]([O:8][CH2:1][C:2]3[CH:7]=[CH:6][CH:5]=[CH:4][CH:3]=3)[CH:10]=2)[N:14]([CH2:28][C:29]([O:31][CH3:32])=[O:30])[N:13]=1)(=[O:20])[CH3:19]. (3) Given the reactants [CH:1]1([C@@:6]([OH:24])([C:18]2[CH:23]=[CH:22][CH:21]=[CH:20][CH:19]=2)[C:7]([O:9][C@H:10]2[CH2:15][CH:14]3[N:16]([CH3:17])[C@@H:11]2[CH2:12][CH2:13]3)=[O:8])[CH2:5][CH2:4][CH2:3][CH2:2]1.[CH3:25][Br:26], predict the reaction product. The product is: [Br-:26].[CH:1]1([C@@:6]([OH:24])([C:18]2[CH:19]=[CH:20][CH:21]=[CH:22][CH:23]=2)[C:7]([O:9][C@H:10]2[CH2:15][CH:14]3[N+:16]([CH3:25])([CH3:17])[C@@H:11]2[CH2:12][CH2:13]3)=[O:8])[CH2:5][CH2:4][CH2:3][CH2:2]1. (4) Given the reactants [CH2:1]([NH:8][C:9]([C:11]1[S:15][C:14](Br)=[N:13][C:12]=1[CH3:17])=[O:10])[C:2]1[CH:7]=[CH:6][CH:5]=[CH:4][CH:3]=1.[NH:18]1[C:22](B(O)O)=[CH:21][CH:20]=[N:19]1.C(=O)([O-])[O-].[K+].[K+], predict the reaction product. The product is: [CH2:1]([NH:8][C:9]([C:11]1[S:15][C:14]([C:22]2[NH:18][N:19]=[CH:20][CH:21]=2)=[N:13][C:12]=1[CH3:17])=[O:10])[C:2]1[CH:7]=[CH:6][CH:5]=[CH:4][CH:3]=1. (5) Given the reactants [C:1]([O:5][C:6](=[O:46])[NH:7][CH2:8][C:9]#[C:10][C:11]1[CH:16]=[CH:15][C:14]([CH:17]2[C:22]([CH3:24])([CH3:23])[O:21][C:20]([NH:25][C@H:26]([C:37]3[CH:42]=[CH:41][CH:40]=[CH:39][C:38]=3[F:43])[CH2:27][CH2:28][O:29][Si:30]([C:33]([CH3:36])([CH3:35])[CH3:34])([CH3:32])[CH3:31])=[N:19][S:18]2(=[O:45])=[O:44])=[CH:13][CH:12]=1)([CH3:4])([CH3:3])[CH3:2].[H][H], predict the reaction product. The product is: [C:1]([O:5][C:6](=[O:46])[NH:7][CH2:8][CH2:9][CH2:10][C:11]1[CH:16]=[CH:15][C:14]([CH:17]2[C:22]([CH3:24])([CH3:23])[O:21][C:20]([NH:25][C@H:26]([C:37]3[CH:42]=[CH:41][CH:40]=[CH:39][C:38]=3[F:43])[CH2:27][CH2:28][O:29][Si:30]([C:33]([CH3:34])([CH3:35])[CH3:36])([CH3:32])[CH3:31])=[N:19][S:18]2(=[O:44])=[O:45])=[CH:13][CH:12]=1)([CH3:2])([CH3:3])[CH3:4].